This data is from Catalyst prediction with 721,799 reactions and 888 catalyst types from USPTO. The task is: Predict which catalyst facilitates the given reaction. (1) Reactant: C(OC(=O)[NH:7][CH2:8][CH2:9][CH2:10][O:11][C:12]1[C:17]([F:18])=[CH:16][CH:15]=[C:14]([N+:19]([O-:21])=[O:20])[C:13]=1F)(C)(C)C.C(O)(C(F)(F)F)=O.C1(C)C=CC=CC=1. Product: [F:18][C:17]1[C:12]2[O:11][CH2:10][CH2:9][CH2:8][NH:7][C:13]=2[C:14]([N+:19]([O-:21])=[O:20])=[CH:15][CH:16]=1. The catalyst class is: 2. (2) Reactant: [CH3:1]/[C:2](/[CH2:7][CH2:8]/[CH:9]=[C:10](\[CH3:17])/[CH2:11][CH2:12][CH:13]=[C:14]([CH3:16])[CH3:15])=[CH:3]\[CH2:4][CH:5]=[CH2:6].[C:18]1([CH:24](C)[CH:25]=C)[CH:23]=[CH:22][CH:21]=[CH:20][CH:19]=1. Product: [CH3:1][CH:2]([CH2:7][CH2:8][CH2:9][CH:10]([CH3:17])[CH2:11][CH2:12][CH2:13][CH:14]([CH3:16])[CH3:15])[CH2:3][CH2:4][CH2:5][CH2:6][CH:24]([C:18]1[CH:23]=[CH:22][CH:21]=[CH:20][CH:19]=1)[CH3:25]. The catalyst class is: 45.